From a dataset of NCI-60 drug combinations with 297,098 pairs across 59 cell lines. Regression. Given two drug SMILES strings and cell line genomic features, predict the synergy score measuring deviation from expected non-interaction effect. Drug 1: CCC1(CC2CC(C3=C(CCN(C2)C1)C4=CC=CC=C4N3)(C5=C(C=C6C(=C5)C78CCN9C7C(C=CC9)(C(C(C8N6C=O)(C(=O)OC)O)OC(=O)C)CC)OC)C(=O)OC)O.OS(=O)(=O)O. Drug 2: CCCCCOC(=O)NC1=NC(=O)N(C=C1F)C2C(C(C(O2)C)O)O. Cell line: A498. Synergy scores: CSS=13.5, Synergy_ZIP=1.06, Synergy_Bliss=4.28, Synergy_Loewe=1.86, Synergy_HSA=1.79.